Dataset: Forward reaction prediction with 1.9M reactions from USPTO patents (1976-2016). Task: Predict the product of the given reaction. (1) Given the reactants [H-].[Na+].[NH:3]1[CH2:8][CH2:7][O:6][CH2:5][C:4]1=[O:9].[H][H].F[C:13]1[CH:18]=[CH:17][C:16]([N+:19]([O-:21])=[O:20])=[CH:15][CH:14]=1, predict the reaction product. The product is: [N:3]1([C:13]2[CH:18]=[CH:17][C:16]([N+:19]([O-:21])=[O:20])=[CH:15][CH:14]=2)[CH2:8][CH2:7][O:6][CH2:5][C:4]1=[O:9]. (2) Given the reactants C([Li])CCC.Br[C:7]1[C:8]([CH3:17])=[N:9][C:10]([O:15][CH3:16])=[C:11]([CH2:13][CH3:14])[CH:12]=1.[C:18]([C:20]1[CH:21]=[C:22]([CH:25]=[CH:26][CH:27]=1)[CH:23]=[O:24])#[N:19], predict the reaction product. The product is: [CH2:13]([C:11]1[CH:12]=[C:7]([CH:23]([OH:24])[C:22]2[CH:21]=[C:20]([CH:27]=[CH:26][CH:25]=2)[C:18]#[N:19])[C:8]([CH3:17])=[N:9][C:10]=1[O:15][CH3:16])[CH3:14]. (3) Given the reactants Cl[C:2]1[C:7]([CH:8]=[O:9])=[C:6]([Cl:10])[N:5]=[C:4]([S:11][CH3:12])[N:3]=1.[CH:13]1([NH2:16])[CH2:15][CH2:14]1, predict the reaction product. The product is: [Cl:10][C:6]1[C:7]([CH:8]=[O:9])=[C:2]([NH:16][CH:13]2[CH2:15][CH2:14]2)[N:3]=[C:4]([S:11][CH3:12])[N:5]=1.